The task is: Predict the reactants needed to synthesize the given product.. This data is from Full USPTO retrosynthesis dataset with 1.9M reactions from patents (1976-2016). (1) Given the product [CH3:12][O:11][C:3]1[CH:4]=[C:5]([N+:8]([O-:10])=[O:9])[CH:6]=[CH:7][C:2]=1[N:15]1[CH:16]=[CH:17][CH:18]=[CH:19][C:14]1=[O:13], predict the reactants needed to synthesize it. The reactants are: F[C:2]1[CH:7]=[CH:6][C:5]([N+:8]([O-:10])=[O:9])=[CH:4][C:3]=1[O:11][CH3:12].[OH:13][C:14]1[CH:19]=[CH:18][CH:17]=[CH:16][N:15]=1.C(=O)([O-])[O-].[Cs+].[Cs+]. (2) Given the product [CH2:24]([C:8]([C:5]1[CH:4]=[CH:3][C:2](/[CH:28]=[CH:27]/[C:26]([O:30][C:31]([CH3:34])([CH3:33])[CH3:32])=[O:29])=[CH:7][CH:6]=1)=[C:9]([C:17]1[CH:18]=[CH:19][C:20]([OH:23])=[CH:21][CH:22]=1)[C:10]1[CH:11]=[CH:12][C:13]([OH:16])=[CH:14][CH:15]=1)[CH3:25], predict the reactants needed to synthesize it. The reactants are: Br[C:2]1[CH:7]=[CH:6][C:5]([C:8]([CH2:24][CH3:25])=[C:9]([C:17]2[CH:22]=[CH:21][C:20]([OH:23])=[CH:19][CH:18]=2)[C:10]2[CH:15]=[CH:14][C:13]([OH:16])=[CH:12][CH:11]=2)=[CH:4][CH:3]=1.[C:26]([O:30][C:31]([CH3:34])([CH3:33])[CH3:32])(=[O:29])[CH:27]=[CH2:28].C(N(CC)CC)C. (3) Given the product [OH:6][CH2:7][C:8]1[N:12]([CH:13]2[C:21]3[C:16](=[CH:17][CH:18]=[CH:19][CH:20]=3)[C:15](=[O:22])[C:14]2([CH3:24])[CH3:23])[CH:11]=[N:10][CH:9]=1, predict the reactants needed to synthesize it. The reactants are: C([SiH2][O:6][C:7](C)(C)[C:8]1[N:12]([CH:13]2[C:21]3[C:16](=[CH:17][CH:18]=[CH:19][CH:20]=3)[C:15](=[O:22])[C:14]2([CH3:24])[CH3:23])[CH:11]=[N:10][CH:9]=1)(C)(C)C.Cl.O1CCOCC1. (4) Given the product [Cl:1][C:2]1[CH:3]=[CH:4][C:5]2[N:11]3[C:12]([N:15]4[CH2:16][CH2:17][C:18]5([C:29]6[C:24](=[CH:25][CH:26]=[CH:27][CH:28]=6)[CH2:23][O:22][CH2:21]5)[CH2:19][CH2:20]4)=[N:13][N:14]=[C:10]3[CH2:9][N:8]([CH3:33])[CH2:7][C:6]=2[CH:30]=1, predict the reactants needed to synthesize it. The reactants are: [Cl:1][C:2]1[CH:3]=[CH:4][C:5]2[N:11]3[C:12]([N:15]4[CH2:20][CH2:19][C:18]5([C:29]6[C:24](=[CH:25][CH:26]=[CH:27][CH:28]=6)[CH2:23][O:22][CH2:21]5)[CH2:17][CH2:16]4)=[N:13][N:14]=[C:10]3[CH2:9][NH:8][CH2:7][C:6]=2[CH:30]=1.C=O.[C:33]([BH3-])#N.[Na+]. (5) The reactants are: [ClH:1].Cl.[NH2:3][C@@H:4]1[CH2:6][C@H:5]1[C:7]1[S:11][CH:10]=[C:9]([C:12]([NH:14][CH:15]2[CH2:20][CH2:19][O:18][CH2:17][CH2:16]2)=[O:13])[CH:8]=1.C(N(CC)CC)C.[CH:28]1([CH:31]=O)[CH2:30][CH2:29]1.[BH4-].[Na+]. Given the product [ClH:1].[CH:28]1([CH2:31][NH:3][C@@H:4]2[CH2:6][C@H:5]2[C:7]2[S:11][CH:10]=[C:9]([C:12]([NH:14][CH:15]3[CH2:16][CH2:17][O:18][CH2:19][CH2:20]3)=[O:13])[CH:8]=2)[CH2:30][CH2:29]1, predict the reactants needed to synthesize it.